Dataset: Reaction yield outcomes from USPTO patents with 853,638 reactions. Task: Predict the reaction yield, written as a fraction of the theoretical maximum amount of product (1.0 means a 100% yield; for example, 0.34 means a 34% yield). (1) The reactants are C[N:2](C)[CH:3]=[CH:4][C:5]([C:7]1[C:12](=[O:13])[CH:11]=[CH:10][N:9]([C:14]2[CH:19]=[CH:18][CH:17]=[C:16]([OH:20])[CH:15]=2)[N:8]=1)=O.[C:22]1([NH:28]N)[CH:27]=[CH:26][CH:25]=[CH:24][CH:23]=1. The catalyst is CO. The product is [OH:20][C:16]1[CH:15]=[C:14]([N:9]2[CH:10]=[CH:11][C:12](=[O:13])[C:7]([C:5]3[N:28]([C:22]4[CH:27]=[CH:26][CH:25]=[CH:24][CH:23]=4)[N:2]=[CH:3][CH:4]=3)=[N:8]2)[CH:19]=[CH:18][CH:17]=1. The yield is 0.650. (2) The catalyst is O. The yield is 0.870. The product is [Br:8][C:5]1[CH:6]=[CH:7][C:2]([NH:10][NH2:11])=[N:3][CH:4]=1. The reactants are Br[C:2]1[CH:7]=[CH:6][C:5]([Br:8])=[CH:4][N:3]=1.O.[NH2:10][NH2:11].CC(O)CC.